This data is from Full USPTO retrosynthesis dataset with 1.9M reactions from patents (1976-2016). The task is: Predict the reactants needed to synthesize the given product. (1) The reactants are: [CH2:1]([O:3][C:4]12[CH2:11][O:10][CH2:9][CH:8]1[S:7][C:6]([NH2:12])=[N:5]2)[CH3:2].[CH2:13]([O:15][C:16]1[CH:24]=[CH:23][CH:22]=[CH:21][C:17]=1[C:18](Cl)=[O:19])[CH3:14]. Given the product [CH2:13]([O:15][C:16]1[CH:24]=[CH:23][CH:22]=[CH:21][C:17]=1[C:18]([N:12]=[C:6]1[N:5]([CH2:2][CH2:1][O:3][CH3:4])[C:4]2([O:3][CH2:1][CH3:2])[CH2:11][O:10][CH2:9][CH:8]2[S:7]1)=[O:19])[CH3:14], predict the reactants needed to synthesize it. (2) Given the product [C:13]([O:12][C:9]1([CH2:8][O:7][CH:2]2[CH2:3][CH2:4][CH2:5][CH2:6][O:1]2)[CH2:10][CH2:11]1)(=[O:20])[C:14]1[CH:19]=[CH:18][CH:17]=[CH:16][CH:15]=1, predict the reactants needed to synthesize it. The reactants are: [O:1]1[CH2:6][CH2:5][CH2:4][CH2:3][CH:2]1[O:7][CH2:8][C:9]1([OH:12])[CH2:11][CH2:10]1.[C:13](O)(=[O:20])[C:14]1[CH:19]=[CH:18][CH:17]=[CH:16][CH:15]=1.CCN=C=NCCCN(C)C.